From a dataset of NCI-60 drug combinations with 297,098 pairs across 59 cell lines. Regression. Given two drug SMILES strings and cell line genomic features, predict the synergy score measuring deviation from expected non-interaction effect. (1) Drug 1: C1CCN(CC1)CCOC2=CC=C(C=C2)C(=O)C3=C(SC4=C3C=CC(=C4)O)C5=CC=C(C=C5)O. Drug 2: C(CN)CNCCSP(=O)(O)O. Cell line: SK-MEL-28. Synergy scores: CSS=-2.91, Synergy_ZIP=2.74, Synergy_Bliss=8.42, Synergy_Loewe=1.80, Synergy_HSA=2.22. (2) Drug 1: CC1=C(C=C(C=C1)NC2=NC=CC(=N2)N(C)C3=CC4=NN(C(=C4C=C3)C)C)S(=O)(=O)N.Cl. Drug 2: CN(C(=O)NC(C=O)C(C(C(CO)O)O)O)N=O. Cell line: UACC62. Synergy scores: CSS=2.76, Synergy_ZIP=-3.14, Synergy_Bliss=-6.63, Synergy_Loewe=-6.39, Synergy_HSA=-6.39. (3) Drug 1: C1CCC(C1)C(CC#N)N2C=C(C=N2)C3=C4C=CNC4=NC=N3. Drug 2: CCC1=C2CN3C(=CC4=C(C3=O)COC(=O)C4(CC)O)C2=NC5=C1C=C(C=C5)O. Cell line: K-562. Synergy scores: CSS=38.2, Synergy_ZIP=5.19, Synergy_Bliss=7.74, Synergy_Loewe=-5.66, Synergy_HSA=7.40. (4) Drug 1: CC12CCC(CC1=CCC3C2CCC4(C3CC=C4C5=CN=CC=C5)C)O. Drug 2: CCC1=C2CN3C(=CC4=C(C3=O)COC(=O)C4(CC)O)C2=NC5=C1C=C(C=C5)O. Cell line: UACC-257. Synergy scores: CSS=24.0, Synergy_ZIP=-6.59, Synergy_Bliss=1.03, Synergy_Loewe=-15.5, Synergy_HSA=0.752.